From a dataset of Forward reaction prediction with 1.9M reactions from USPTO patents (1976-2016). Predict the product of the given reaction. (1) Given the reactants C([O:4][C@H:5]1[CH2:22][CH2:21][C@@:20]2([CH3:23])[C@@H:7]([CH2:8][CH2:9][C@:10]3([CH3:46])[C@@H:19]2[CH2:18][CH2:17][C@H:16]2[C@@:11]3([CH3:45])[CH2:12][CH2:13][C@@:14]3([C:30](=[O:44])[NH:31][C@H:32]4[CH2:36][C@@H:35]([CH2:37][N:38]5[CH2:43][CH2:42][O:41][CH2:40][CH2:39]5)[CH:34]=[CH:33]4)[CH2:26][CH2:25][C@@H:24]([C:27]([CH3:29])=[CH2:28])[C@@H:15]32)[C:6]1([CH3:48])[CH3:47])(=O)C.C1COCC1.[OH-].[Na+], predict the reaction product. The product is: [OH:4][C@H:5]1[CH2:22][CH2:21][C@@:20]2([CH3:23])[C@@H:7]([CH2:8][CH2:9][C@:10]3([CH3:46])[C@@H:19]2[CH2:18][CH2:17][C@H:16]2[C@@:11]3([CH3:45])[CH2:12][CH2:13][C@@:14]3([C:30]([NH:31][C@H:32]4[CH2:36][C@@H:35]([CH2:37][N:38]5[CH2:39][CH2:40][O:41][CH2:42][CH2:43]5)[CH:34]=[CH:33]4)=[O:44])[CH2:26][CH2:25][C@@H:24]([C:27]([CH3:29])=[CH2:28])[C@@H:15]32)[C:6]1([CH3:48])[CH3:47]. (2) Given the reactants [F:1][C:2]([F:12])([F:11])[O:3][C:4]1[CH:9]=[CH:8][C:7]([OH:10])=[CH:6][CH:5]=1.[H-].[Na+].Cl[C:16]1[N:17]([CH2:24][C:25]2([CH3:28])[CH2:27][O:26]2)[CH:18]=[C:19]([N+:21]([O-:23])=[O:22])[N:20]=1, predict the reaction product. The product is: [CH3:27][C:25]1([CH2:28][O:10][C:7]2[CH:6]=[CH:5][C:4]([O:3][C:2]([F:11])([F:12])[F:1])=[CH:9][CH:8]=2)[O:26][C:16]2=[N:20][C:19]([N+:21]([O-:23])=[O:22])=[CH:18][N:17]2[CH2:24]1. (3) The product is: [CH3:14][N:13]1[C:9]([CH2:8][CH2:7][OH:6])=[CH:10][CH:11]=[N:12]1. Given the reactants C([Si](C)(C)[O:6][CH2:7][CH2:8][C:9]1[N:13]([CH3:14])[N:12]=[CH:11][CH:10]=1)(C)(C)C.[F-].[Na+].Br, predict the reaction product.